This data is from Catalyst prediction with 721,799 reactions and 888 catalyst types from USPTO. The task is: Predict which catalyst facilitates the given reaction. (1) Reactant: [C:1]([O:5][C:6](=[O:37])[NH:7][C@@H:8]([CH2:19][C:20]1[C:28]2[C:23](=[CH:24][CH:25]=[C:26]([O:29][Si:30]([C:33]([CH3:36])([CH3:35])[CH3:34])([CH3:32])[CH3:31])[CH:27]=2)[NH:22][CH:21]=1)[C:9]([N:11]1[CH2:15][CH2:14][CH2:13][C@H:12]1[C:16](=O)[NH2:17])=[O:10])([CH3:4])([CH3:3])[CH3:2].N1C=CN=C1.O=P(Cl)(Cl)Cl. Product: [C:1]([O:5][C:6](=[O:37])[NH:7][C@@H:8]([CH2:19][C:20]1[C:28]2[C:23](=[CH:24][CH:25]=[C:26]([O:29][Si:30]([C:33]([CH3:36])([CH3:35])[CH3:34])([CH3:31])[CH3:32])[CH:27]=2)[NH:22][CH:21]=1)[C:9]([N:11]1[CH2:15][CH2:14][CH2:13][C@H:12]1[C:16]#[N:17])=[O:10])([CH3:2])([CH3:4])[CH3:3]. The catalyst class is: 17. (2) Reactant: [NH2:1][C:2]1[CH:19]=[CH:18][C:17]([Br:20])=[CH:16][C:3]=1[O:4][CH2:5][C:6]([C:8]1[C:13]([F:14])=[CH:12][CH:11]=[CH:10][C:9]=1[F:15])=O.[BH-](OC(C)=O)(OC(C)=O)OC(C)=O.[Na+].C(O)(C(F)(F)F)=O.C(OCC)(=O)C.CCCCCC. Product: [Br:20][C:17]1[CH:18]=[CH:19][C:2]2[NH:1][CH:6]([C:8]3[C:13]([F:14])=[CH:12][CH:11]=[CH:10][C:9]=3[F:15])[CH2:5][O:4][C:3]=2[CH:16]=1. The catalyst class is: 2. (3) Reactant: [CH3:1][O:2][C:3](=[O:37])[CH2:4][C@H:5]1[CH2:10][C@@H:9]([CH2:11][CH2:12][C:13]2[N:14]([CH:32]([CH3:34])[CH3:33])[C:15](I)=[C:16]([C:25]3[CH:30]=[CH:29][CH:28]=[CH:27][CH:26]=3)[C:17]=2[C:18]2[CH:23]=[CH:22][C:21]([F:24])=[CH:20][CH:19]=2)[O:8][C:7]([CH3:36])([CH3:35])[O:6]1.[CH2:38]([NH2:45])[C:39]1[CH:44]=[CH:43][CH:42]=[CH:41][CH:40]=1.C1C[O:49][CH2:48]C1. Product: [CH3:1][O:2][C:3](=[O:37])[CH2:4][C@H:5]1[CH2:10][C@@H:9]([CH2:11][CH2:12][C:13]2[N:14]([CH:32]([CH3:34])[CH3:33])[C:15]([C:48](=[O:49])[NH:45][CH2:38][C:39]3[CH:44]=[CH:43][CH:42]=[CH:41][CH:40]=3)=[C:16]([C:25]3[CH:30]=[CH:29][CH:28]=[CH:27][CH:26]=3)[C:17]=2[C:18]2[CH:23]=[CH:22][C:21]([F:24])=[CH:20][CH:19]=2)[O:8][C:7]([CH3:36])([CH3:35])[O:6]1. The catalyst class is: 235. (4) Reactant: [OH:1][CH2:2][CH:3]1[N:8]([CH:9]2[CH2:12][O:11][CH2:10]2)[CH2:7][CH2:6][N:5]([C:13]([O:15][C:16]([CH3:19])([CH3:18])[CH3:17])=[O:14])[CH2:4]1.N1C=CN=C1.[Si:25](Cl)([C:28]([CH3:31])([CH3:30])[CH3:29])([CH3:27])[CH3:26]. Product: [Si:25]([O:1][CH2:2][CH:3]1[N:8]([CH:9]2[CH2:12][O:11][CH2:10]2)[CH2:7][CH2:6][N:5]([C:13]([O:15][C:16]([CH3:19])([CH3:18])[CH3:17])=[O:14])[CH2:4]1)([C:28]([CH3:31])([CH3:30])[CH3:29])([CH3:27])[CH3:26]. The catalyst class is: 31. (5) Reactant: [C:1]([O:5][C:6](=[O:33])[NH:7][CH:8]([C:28]1[NH:29][CH:30]=[CH:31][N:32]=1)[CH2:9][C:10]1[CH:18]=[C:17]([CH3:19])[C:16]2[C:12](=[CH:13][N:14]([CH2:20][O:21][CH2:22][CH2:23][Si:24]([CH3:27])([CH3:26])[CH3:25])[N:15]=2)[CH:11]=1)([CH3:4])([CH3:3])[CH3:2].[C:34]([C:36]1[CH:37]=[C:38]([CH:41]=[CH:42][CH:43]=1)[CH2:39]Br)#[N:35].C(=O)([O-])[O-].[K+].[K+]. Product: [C:34]([C:36]1[CH:37]=[C:38]([CH:41]=[CH:42][CH:43]=1)[CH2:39][N:32]1[CH:31]=[CH:30][N:29]=[C:28]1[CH:8]([NH:7][C:6](=[O:33])[O:5][C:1]([CH3:4])([CH3:2])[CH3:3])[CH2:9][C:10]1[CH:18]=[C:17]([CH3:19])[C:16]2[C:12](=[CH:13][N:14]([CH2:20][O:21][CH2:22][CH2:23][Si:24]([CH3:25])([CH3:27])[CH3:26])[N:15]=2)[CH:11]=1)#[N:35]. The catalyst class is: 9. (6) Reactant: [O:1]=[C:2]1[C:10]2([CH2:18][C:17]3[C:12](=[CH:13][CH:14]=[C:15](C(O)=O)[CH:16]=3)[CH2:11]2)[C:9]2[C:4](=[CH:5][CH:6]=[CH:7][CH:8]=2)[NH:3]1.C1(P([N:36]=[N+]=[N-])(C2C=CC=CC=2)=O)C=CC=CC=1.C(N(CC)CC)C. The catalyst class is: 218. Product: [NH2:36][C:15]1[CH:16]=[C:17]2[C:12](=[CH:13][CH:14]=1)[CH2:11][C:10]1([C:9]3[C:4](=[CH:5][CH:6]=[CH:7][CH:8]=3)[NH:3][C:2]1=[O:1])[CH2:18]2. (7) Reactant: [Cl:1][C:2]1[CH:34]=[CH:33][C:5]([CH2:6][N:7]2[CH2:12][CH2:11][CH:10]([NH:13][CH2:14][C@@:15]([OH:32])([CH3:31])[CH2:16][O:17][C:18]3[CH:23]=[C:22]([F:24])[CH:21]=[CH:20][C:19]=3[CH:25]([CH3:30])[C:26]([O:28]C)=[O:27])[CH2:9][CH2:8]2)=[CH:4][CH:3]=1.CO.O.[Li+].[OH-]. Product: [Cl:1][C:2]1[CH:34]=[CH:33][C:5]([CH2:6][N:7]2[CH2:12][CH2:11][CH:10]([NH:13][CH2:14][C@@:15]([OH:32])([CH3:31])[CH2:16][O:17][C:18]3[CH:23]=[C:22]([F:24])[CH:21]=[CH:20][C:19]=3[CH:25]([CH3:30])[C:26]([OH:28])=[O:27])[CH2:9][CH2:8]2)=[CH:4][CH:3]=1. The catalyst class is: 1. (8) Reactant: [Br:1][C:2]1[CH:3]=[C:4]2[C:10](=[CH:11][CH:12]=1)[C:8](=O)[O:7][C:6]([C:13]([OH:15])=[O:14])=[C:5]2[C:16]1[CH:21]=[CH:20][CH:19]=[CH:18][CH:17]=1.[NH3:22].CO. Product: [Br:1][C:2]1[CH:3]=[C:4]2[C:10](=[CH:11][CH:12]=1)[C:8](=[O:7])[NH:22][C:6]([C:13]([OH:15])=[O:14])=[C:5]2[C:16]1[CH:21]=[CH:20][CH:19]=[CH:18][CH:17]=1. The catalyst class is: 5.